The task is: Regression. Given two drug SMILES strings and cell line genomic features, predict the synergy score measuring deviation from expected non-interaction effect.. This data is from NCI-60 drug combinations with 297,098 pairs across 59 cell lines. Drug 1: CCN(CC)CCCC(C)NC1=C2C=C(C=CC2=NC3=C1C=CC(=C3)Cl)OC. Drug 2: C1C(C(OC1N2C=NC3=C2NC=NCC3O)CO)O. Cell line: SN12C. Synergy scores: CSS=3.79, Synergy_ZIP=-2.68, Synergy_Bliss=-5.50, Synergy_Loewe=-8.03, Synergy_HSA=-6.56.